From a dataset of Experimentally validated miRNA-target interactions with 360,000+ pairs, plus equal number of negative samples. Binary Classification. Given a miRNA mature sequence and a target amino acid sequence, predict their likelihood of interaction. (1) The miRNA is hsa-miR-6774-5p with sequence ACUUGGGCAGGAGGGACCCUGUAUG. The protein sequence of the target gene is MWQPATERLQHFQTMLKSKLNVLTLKKEPIPAVLFHEPEAIELCTTTPLMKARTHSGCKVTYLGKVSTTGMQFLSGCTEKPVIELWKKHTLAREDVFPANALLEIRPFQVWLHHLDHKGEATVHMDTFQVARIAYCTADHNVSPNIFAWVYREINDDLSYQMDCHAVQCESKLEAKKLAHAMMEAFKKTFHSMKSDGRIHRSSSSEEASQELESDDG. Result: 0 (no interaction). (2) The miRNA is hsa-miR-98-3p with sequence CUAUACAACUUACUACUUUCCC. The protein sequence of the target gene is MSDIEEVVEEYEEEEQEEAAVEEEEDWREDEDEQEEAAEEDAEAEAETEETRAEEDEEEEEAKEAEDGPMEESKPKPRSFMPNLVPPKIPDGERVDFDDIHRKRMEKDLNELQALIEAHFENRKKEEEELVSLKDRIERRRAERAEQQRIRNEREKERQNRLAEERARREEEENRRKAEDEARKKKALSNMMHFGGYIQKQAQTERKSGKRQTEREKKKKILAERRKVLAIDHLNEDQLREKAKELWQSIYNLEAEKFDLQEKFKQQKYEINVLRNRINDNQKVSKTRGKAKVTGRWK. Result: 0 (no interaction). (3) The miRNA is rno-miR-19b-3p with sequence UGUGCAAAUCCAUGCAAAACUGA. The protein sequence of the target gene is MALPASLLPLCCLALLALSAQSCGPGRGPVGRRRYVRKQLVPLLYKQFVPSMPERTLGASGPAEGRVTRGSERFRDLVPNYNPDIIFKDEENSGADRLMTERCKERVNALAIAVMNMWPGVRLRVTEGWDEDGHHAQDSLHYEGRALDITTSDRDRNKYGLLARLAVEAGFDWVYYESRNHIHVSVKADNSLAVRAGGCFPGNATVRLRSGERKGLRELHRGDWVLAADAAGRVVPTPVLLFLDRDLQRRASFVAVETERPPRKLLLTPWHLVFAARGPAPAPGDFAPVFARRLRAGDSV.... Result: 0 (no interaction).